Dataset: Reaction yield outcomes from USPTO patents with 853,638 reactions. Task: Predict the reaction yield, written as a fraction of the theoretical maximum amount of product (1.0 means a 100% yield; for example, 0.34 means a 34% yield). The reactants are [CH:1]1([C@H:4]2[O:9][C@@H:8]([C:10]3[CH:19]=[CH:18][C:13]([C:14]([O:16][CH3:17])=[O:15])=[CH:12][CH:11]=3)[CH2:7][CH:6]([OH:20])[CH2:5]2)[CH2:3][CH2:2]1.[Cr](Cl)([O-])(=O)=O.[NH+]1C=CC=CC=1. The catalyst is C(Cl)Cl. The product is [CH:1]1([C@H:4]2[O:9][C@@H:8]([C:10]3[CH:11]=[CH:12][C:13]([C:14]([O:16][CH3:17])=[O:15])=[CH:18][CH:19]=3)[CH2:7][C:6](=[O:20])[CH2:5]2)[CH2:3][CH2:2]1. The yield is 0.629.